This data is from Peptide-MHC class II binding affinity with 134,281 pairs from IEDB. The task is: Regression. Given a peptide amino acid sequence and an MHC pseudo amino acid sequence, predict their binding affinity value. This is MHC class II binding data. (1) The peptide sequence is LKEDLKSVDINLIPL. The MHC is DRB1_0101 with pseudo-sequence DRB1_0101. The binding affinity (normalized) is 0.567. (2) The peptide sequence is KEVEEAWASACGGTG. The MHC is HLA-DQA10401-DQB10402 with pseudo-sequence HLA-DQA10401-DQB10402. The binding affinity (normalized) is 0.291. (3) The MHC is DRB1_0101 with pseudo-sequence DRB1_0101. The peptide sequence is PAAHAAQGYKVLVLNPSVAA. The binding affinity (normalized) is 0.901. (4) The peptide sequence is TPQPMELKYSWKTWG. The MHC is DRB1_0802 with pseudo-sequence DRB1_0802. The binding affinity (normalized) is 0.369. (5) The peptide sequence is KEIYNYMEPYVSKNP. The MHC is DRB1_1302 with pseudo-sequence DRB1_1302. The binding affinity (normalized) is 0.142. (6) The peptide sequence is EKKYFAAAQFEPLAA. The MHC is DRB1_1602 with pseudo-sequence DRB1_1602. The binding affinity (normalized) is 0.677.